Dataset: Reaction yield outcomes from USPTO patents with 853,638 reactions. Task: Predict the reaction yield, written as a fraction of the theoretical maximum amount of product (1.0 means a 100% yield; for example, 0.34 means a 34% yield). The yield is 0.990. The reactants are [C:1](OC(=O)C)(=[O:3])[CH3:2].N1C=CC=CC=1.[NH2:14][CH2:15][C@@H:16]1[O:20][C:19](=[O:21])[N:18]([C:22]2[CH:27]=[CH:26][C:25]([S:28]([CH3:30])=[O:29])=[C:24]([F:31])[CH:23]=2)[CH2:17]1. The catalyst is C(Cl)Cl. The product is [C:1]([NH:14][CH2:15][C@@H:16]1[O:20][C:19](=[O:21])[N:18]([C:22]2[CH:27]=[CH:26][C:25]([S:28]([CH3:30])=[O:29])=[C:24]([F:31])[CH:23]=2)[CH2:17]1)(=[O:3])[CH3:2].